This data is from Reaction yield outcomes from USPTO patents with 853,638 reactions. The task is: Predict the reaction yield, written as a fraction of the theoretical maximum amount of product (1.0 means a 100% yield; for example, 0.34 means a 34% yield). (1) The reactants are Br[C:2]1[C:8]([C:9]([F:12])([F:11])[F:10])=[CH:7][C:5]([NH2:6])=[CH:4][C:3]=1[Cl:13].[CH3:14][S:15]([NH:18][C:19]1[CH:20]=[C:21](B(O)O)[CH:22]=[CH:23][CH:24]=1)(=[O:17])=[O:16].C(=O)([O-])[O-].[Na+].[Na+].O. The catalyst is C1C=CC([P]([Pd]([P](C2C=CC=CC=2)(C2C=CC=CC=2)C2C=CC=CC=2)([P](C2C=CC=CC=2)(C2C=CC=CC=2)C2C=CC=CC=2)[P](C2C=CC=CC=2)(C2C=CC=CC=2)C2C=CC=CC=2)(C2C=CC=CC=2)C2C=CC=CC=2)=CC=1. The product is [NH2:6][C:5]1[CH:7]=[C:8]([C:9]([F:12])([F:11])[F:10])[C:2]([C:23]2[CH:22]=[CH:21][CH:20]=[C:19]([NH:18][S:15]([CH3:14])(=[O:16])=[O:17])[CH:24]=2)=[C:3]([Cl:13])[CH:4]=1. The yield is 0.750. (2) The reactants are [CH2:1]([N:8]1[C:21](=[O:22])[C@H:20]([CH2:23][C:24]([OH:26])=O)[CH2:19][C:18]2[CH:17]=[CH:16][C:15]3[NH:14][N:13]=[CH:12][C:11]=3[C:10]=2[CH2:9]1)[C:2]1[CH:7]=[CH:6][CH:5]=[CH:4][CH:3]=1.[N:27]1([CH:33]2[CH2:42][C:41]3[C:36](=[CH:37][CH:38]=[CH:39][CH:40]=3)[NH:35][C:34]2=[O:43])[CH2:32][CH2:31][NH:30][CH2:29][CH2:28]1.ClC1C2NN=CC=2C2CN(CC(C)(C)C)C(=O)[C@H](CC(=O)N3CCC(N4CC5C(=CC=CC=5)NC4=O)CC3)CC=2C=1. No catalyst specified. The product is [CH2:1]([N:8]1[C:21](=[O:22])[C@H:20]([CH2:23][C:24](=[O:26])[N:30]2[CH2:31][CH2:32][N:27]([CH:33]3[CH2:42][C:41]4[C:36](=[CH:37][CH:38]=[CH:39][CH:40]=4)[NH:35][C:34]3=[O:43])[CH2:28][CH2:29]2)[CH2:19][C:18]2[CH:17]=[CH:16][C:15]3[NH:14][N:13]=[CH:12][C:11]=3[C:10]=2[CH2:9]1)[C:2]1[CH:3]=[CH:4][CH:5]=[CH:6][CH:7]=1. The yield is 0.210. (3) The reactants are [CH:1]1([C:7]2[CH:12]=[CH:11][C:10]([C:13](=[O:15])[CH3:14])=[CH:9][CH:8]=2)[CH2:6][CH2:5][CH2:4][CH2:3][CH2:2]1.[BH4-].[Na+].CC(C)=O. The catalyst is CO. The product is [CH:1]1([C:7]2[CH:8]=[CH:9][C:10]([C@H:13]([OH:15])[CH3:14])=[CH:11][CH:12]=2)[CH2:2][CH2:3][CH2:4][CH2:5][CH2:6]1. The yield is 0.950. (4) The reactants are [Li]CCCC.[CH2:6]([C:8]1[O:9][CH:10]=[CH:11][CH:12]=1)[CH3:7].[CH2:13]1[O:15][CH2:14]1.[NH4+].[Cl-]. The yield is 0.802. The catalyst is C1COCC1. The product is [CH2:6]([C:8]1[O:9][C:10]([CH2:13][CH2:14][OH:15])=[CH:11][CH:12]=1)[CH3:7].